This data is from CYP2C19 inhibition data for predicting drug metabolism from PubChem BioAssay. The task is: Regression/Classification. Given a drug SMILES string, predict its absorption, distribution, metabolism, or excretion properties. Task type varies by dataset: regression for continuous measurements (e.g., permeability, clearance, half-life) or binary classification for categorical outcomes (e.g., BBB penetration, CYP inhibition). Dataset: cyp2c19_veith. (1) The result is 1 (inhibitor). The compound is COc1cccc(Cn2c(=O)c(C)nc3cnc(OCc4ccccc4)nc32)c1. (2) The compound is N#Cc1c(NC(=O)C(F)(F)F)sc2c3c(=O)c4ccccc4c(=O)c=3oc3ccccc3c12. The result is 1 (inhibitor).